The task is: Predict which catalyst facilitates the given reaction.. This data is from Catalyst prediction with 721,799 reactions and 888 catalyst types from USPTO. (1) Reactant: [CH3:1][O:2][C:3]([C@@H:5]1[C@@H:9]([O:10][CH3:11])[CH2:8][N:7](CC2C=CC=CC=2)[CH2:6]1)=[O:4].[H][H].[C:32]([O:31][C:29](O[C:29]([O:31][C:32]([CH3:35])([CH3:34])[CH3:33])=[O:30])=[O:30])([CH3:35])([CH3:34])[CH3:33]. Product: [CH3:1][O:2][C:3]([C@@H:5]1[C@@H:9]([O:10][CH3:11])[CH2:8][N:7]([C:29]([O:31][C:32]([CH3:33])([CH3:34])[CH3:35])=[O:30])[CH2:6]1)=[O:4]. The catalyst class is: 261. (2) Reactant: [Cl:1][C:2]1[CH:23]=[C:22]([Cl:24])[CH:21]=[CH:20][C:3]=1[CH2:4][N:5]1[CH:9]=[C:8]([CH2:10][CH2:11][C:12](OCC)=[O:13])[C:7]([O:17][CH2:18][CH3:19])=[N:6]1.[H-].[Al+3].[Li+].[H-].[H-].[H-].O.O.O.O.O.O.O.O.O.O.S([O-])([O-])(=O)=O.[Na+].[Na+]. Product: [Cl:1][C:2]1[CH:23]=[C:22]([Cl:24])[CH:21]=[CH:20][C:3]=1[CH2:4][N:5]1[CH:9]=[C:8]([CH2:10][CH2:11][CH2:12][OH:13])[C:7]([O:17][CH2:18][CH3:19])=[N:6]1. The catalyst class is: 7. (3) Reactant: [CH2:1]([N:8]1[CH2:13][CH2:12][C:11](=[O:14])[CH:10]([C:15]2[CH:20]=[CH:19][C:18]([Cl:21])=[C:17]([F:22])[CH:16]=2)[CH2:9]1)[C:2]1[CH:7]=[CH:6][CH:5]=[CH:4][CH:3]=1.[Br:23]Br. Product: [BrH:23].[Br:23][CH:12]1[CH2:13][N:8]([CH2:1][C:2]2[CH:3]=[CH:4][CH:5]=[CH:6][CH:7]=2)[CH2:9][CH:10]([C:15]2[CH:20]=[CH:19][C:18]([Cl:21])=[C:17]([F:22])[CH:16]=2)[C:11]1=[O:14]. The catalyst class is: 22. (4) Reactant: Br[C:2]1[CH:3]=[C:4]([CH:6]=[C:7]([C:9]([F:12])([F:11])[F:10])[CH:8]=1)[NH2:5].[CH3:13][C:14]1[N:15]=[CH:16][NH:17][CH:18]=1.C(=O)([O-])[O-].[K+].[K+].OC1C=CC=C2C=1N=CC=C2. Product: [CH3:13][C:14]1[N:15]=[CH:16][N:17]([C:2]2[CH:3]=[C:4]([CH:6]=[C:7]([C:9]([F:12])([F:11])[F:10])[CH:8]=2)[NH2:5])[CH:18]=1. The catalyst class is: 156. (5) Reactant: [NH2:1][C:2]1[CH:3]=[C:4]([C:19]2[S:23][C:22]([C:24]([S:27]([NH2:30])(=[O:29])=[O:28])([CH3:26])[CH3:25])=[N:21][CH:20]=2)[CH:5]=[C:6]([NH:8][C:9]2[N:14]=[C:13]([C:15]([F:18])([F:17])[F:16])[CH:12]=[CH:11][N:10]=2)[CH:7]=1.C(N(CC)CC)C.[C:38](Cl)(=[O:40])[CH3:39]. Product: [S:27]([C:24]([C:22]1[S:23][C:19]([C:4]2[CH:3]=[C:2]([NH:1][C:38](=[O:40])[CH3:39])[CH:7]=[C:6]([NH:8][C:9]3[N:14]=[C:13]([C:15]([F:16])([F:18])[F:17])[CH:12]=[CH:11][N:10]=3)[CH:5]=2)=[CH:20][N:21]=1)([CH3:26])[CH3:25])(=[O:29])(=[O:28])[NH2:30]. The catalyst class is: 61. (6) Reactant: [CH2:1]([O:3][C:4]([C:6]1([NH:11][C:12]([CH:14]2[CH2:18][CH:17]([O:19][CH2:20][O:21][CH2:22][CH3:23])[CH2:16][CH:15]2[C:24](=[O:33])[N:25]([CH2:27][CH2:28][CH2:29][CH2:30][CH:31]=C)[CH3:26])=[O:13])[CH2:8][CH:7]1[CH:9]=C)=[O:5])[CH3:2]. Product: [CH2:1]([O:3][C:4]([C:6]12[CH2:8][CH:7]1[CH:9]=[CH:31][CH2:30][CH2:29][CH2:28][CH2:27][N:25]([CH3:26])[C:24](=[O:33])[CH:15]1[CH:14]([CH2:18][CH:17]([O:19][CH2:20][O:21][CH2:22][CH3:23])[CH2:16]1)[C:12](=[O:13])[NH:11]2)=[O:5])[CH3:2]. The catalyst class is: 68. (7) Reactant: [CH2:1]([N:3]1[C:9](=[O:10])[C:8]2[CH:11]=[CH:12][CH:13]=[CH:14][C:7]=2[S:6](=[O:15])[C:5]2[CH:16]=[CH:17][C:18]([C:20]([OH:22])=O)=[CH:19][C:4]1=2)[CH3:2].CN(C(ON1N=NC2C=CC=NC1=2)=[N+](C)C)C.F[P-](F)(F)(F)(F)F.CCN(C(C)C)C(C)C.[Br:56][C:57]1[CH:62]=[CH:61][C:60]([C@H:63]([NH2:65])[CH3:64])=[CH:59][CH:58]=1.Cl. Product: [Br:56][C:57]1[CH:62]=[CH:61][C:60]([CH:63]([NH:65][C:20]([C:18]2[CH:17]=[CH:16][C:5]3[S@:6](=[O:15])[C:7]4[CH:14]=[CH:13][CH:12]=[CH:11][C:8]=4[C:9](=[O:10])[N:3]([CH2:1][CH3:2])[C:4]=3[CH:19]=2)=[O:22])[CH3:64])=[CH:59][CH:58]=1. The catalyst class is: 3.